Dataset: Experimentally validated miRNA-target interactions with 360,000+ pairs, plus equal number of negative samples. Task: Binary Classification. Given a miRNA mature sequence and a target amino acid sequence, predict their likelihood of interaction. The miRNA is hsa-miR-192-5p with sequence CUGACCUAUGAAUUGACAGCC. The protein sequence of the target gene is MAEEEAPKKSRAAGGGASWELCAGALSARLAEEGSGDAGGRRRPPVDPRRLARQLLLLLWLLEAPLLLGVRAQAAGQGPGQGPGPGQQPPPPPQQQQSGQQYNGERGISVPDHGYCQPISIPLCTDIAYNQTIMPNLLGHTNQEDAGLEVHQFYPLVKVQCSAELKFFLCSMYAPVCTVLEQALPPCRSLCERARQGCEALMNKFGFQWPDTLKCEKFPVHGAGELCVGQNTSDKGTPTPSLLPEFWTSNPQHGGGGHRGGFPGGAGASERGKFSCPRALKVPSYLNYHFLGEKDCGAPC.... Result: 1 (interaction).